From a dataset of Reaction yield outcomes from USPTO patents with 853,638 reactions. Predict the reaction yield, written as a fraction of the theoretical maximum amount of product (1.0 means a 100% yield; for example, 0.34 means a 34% yield). The reactants are [CH3:1][O:2][C:3]1[CH:8]=[CH:7][C:6]([CH2:9][N:10]2[C:18]3[C:13](=[C:14]([N+:19]([O-])=O)[CH:15]=[CH:16][CH:17]=3)[C:12]([CH3:22])=[N:11]2)=[CH:5][CH:4]=1. The catalyst is C(O)C.[Pt](=O)=O. The product is [CH3:1][O:2][C:3]1[CH:4]=[CH:5][C:6]([CH2:9][N:10]2[C:18]3[CH:17]=[CH:16][CH:15]=[C:14]([NH2:19])[C:13]=3[C:12]([CH3:22])=[N:11]2)=[CH:7][CH:8]=1. The yield is 1.00.